This data is from Peptide-MHC class I binding affinity with 185,985 pairs from IEDB/IMGT. The task is: Regression. Given a peptide amino acid sequence and an MHC pseudo amino acid sequence, predict their binding affinity value. This is MHC class I binding data. (1) The peptide sequence is STTTCEAGV. The MHC is HLA-A29:02 with pseudo-sequence HLA-A29:02. The binding affinity (normalized) is 0.0847. (2) The peptide sequence is TIPEQYTCNK. The MHC is HLA-A11:01 with pseudo-sequence HLA-A11:01. The binding affinity (normalized) is 0.702. (3) The peptide sequence is RKLTNPANK. The MHC is HLA-B18:01 with pseudo-sequence HLA-B18:01. The binding affinity (normalized) is 0.0847.